From a dataset of Serine/threonine kinase 33 screen with 319,792 compounds. Binary Classification. Given a drug SMILES string, predict its activity (active/inactive) in a high-throughput screening assay against a specified biological target. (1) The result is 0 (inactive). The drug is O1c2cc(CN3CCN(CC3)\C=C\C#N)ccc2OC1. (2) The compound is Clc1nc2c(cc1C1N(S(=O)(=O)c3ccccc3)N=C(C1)c1occc1)ccc(OCC)c2. The result is 0 (inactive). (3) The drug is S(=O)(=O)(Nc1ccc(cc1)C)c1cc(C(=O)N2CCN(CC2)C(=O)C)ccc1. The result is 0 (inactive). (4) The drug is O(C(=O)c1cc2C(C(=[N+](c2cc1)C)/C=C\c1c(O)cccc1)(C)C)C. The result is 0 (inactive).